Dataset: Catalyst prediction with 721,799 reactions and 888 catalyst types from USPTO. Task: Predict which catalyst facilitates the given reaction. (1) Reactant: [NH2:1][CH2:2][CH:3]1[CH2:8][CH2:7][N:6]([S:9]([C:12]2[C:21]3[C:16](=[CH:17][CH:18]=[CH:19][CH:20]=3)[CH:15]=[CH:14][CH:13]=2)(=[O:11])=[O:10])[CH2:5][CH2:4]1.C(N(CC)CC)C.[CH:29]1([C:35](Cl)=[O:36])[CH2:34][CH2:33][CH2:32][CH2:31][CH2:30]1. The catalyst class is: 4. Product: [CH:29]1([C:35]([NH:1][CH2:2][CH:3]2[CH2:8][CH2:7][N:6]([S:9]([C:12]3[C:21]4[C:16](=[CH:17][CH:18]=[CH:19][CH:20]=4)[CH:15]=[CH:14][CH:13]=3)(=[O:11])=[O:10])[CH2:5][CH2:4]2)=[O:36])[CH2:34][CH2:33][CH2:32][CH2:31][CH2:30]1. (2) Reactant: [Cl:1][C:2]1[CH:3]=[C:4]([CH:9]=[C:10]([Cl:12])[N:11]=1)[C:5](OC)=[O:6].[NH2:13][NH2:14]. Product: [Cl:1][C:2]1[CH:3]=[C:4]([CH:9]=[C:10]([Cl:12])[N:11]=1)[C:5]([NH:13][NH2:14])=[O:6]. The catalyst class is: 41. (3) Reactant: [CH:1]12[O:6][CH:5]1[CH2:4][O:3][CH2:2]2.[CH2:7]([NH:10][CH2:11][CH:12]=[CH2:13])[CH:8]=[CH2:9]. Product: [CH2:7]([N:10]([CH2:11][CH:12]=[CH2:13])[C@@H:5]1[CH2:4][O:3][CH2:2][C@H:1]1[OH:6])[CH:8]=[CH2:9]. The catalyst class is: 5. (4) Reactant: Br[C:2]1[CH:3]=[C:4]([C@@H:8]2[C@@H:13]([OH:14])[C@@H:12]([OH:15])[C@H:11]([OH:16])[C@@H:10]([CH2:17][OH:18])[O:9]2)[CH:5]=[CH:6][CH:7]=1.C(Cl)Cl.P([O-])([O-])([O-])=O.[K+].[K+].[K+]. Product: [C:8]([O:18][CH2:17][C@@H:10]1[C@@H:11]([O:16][C:13](=[O:14])[CH3:12])[C@H:12]([OH:15])[C@H:13]([OH:14])[C@@H:8]([C:4]2[CH:5]=[CH:6][C:7]([C:6]3[CH:7]=[CH:2][CH:3]=[C:4]([C@@H:8]4[C@@H:13]([OH:14])[C@@H:12]([OH:15])[C@H:11]([OH:16])[C@@H:10]([CH2:17][OH:18])[O:9]4)[CH:5]=3)=[CH:2][CH:3]=2)[O:9]1)(=[O:9])[CH3:4]. The catalyst class is: 151. (5) Reactant: [H-].[Na+].[CH2:3]([SH:10])[C:4]1[CH:9]=[CH:8][CH:7]=[CH:6][CH:5]=1.[Br:11][C:12]1[CH:17]=[CH:16][C:15](F)=[CH:14][C:13]=1[O:19][CH:20]([CH3:22])[CH3:21]. Product: [Br:11][C:12]1[CH:17]=[CH:16][C:15]([S:10][CH2:3][C:4]2[CH:9]=[CH:8][CH:7]=[CH:6][CH:5]=2)=[CH:14][C:13]=1[O:19][CH:20]([CH3:22])[CH3:21]. The catalyst class is: 454. (6) Reactant: [C:12]([O:11][C:9](O[C:9]([O:11][C:12]([CH3:15])([CH3:14])[CH3:13])=[O:10])=[O:10])([CH3:15])([CH3:14])[CH3:13].[NH2:16][C@H:17]([CH2:22][OH:23])[C:18]([O:20][CH3:21])=[O:19].Cl.O. Product: [C:12]([O:11][C:9]([NH:16][C@H:17]([CH2:22][OH:23])[C:18]([O:20][CH3:21])=[O:19])=[O:10])([CH3:13])([CH3:14])[CH3:15]. The catalyst class is: 5.